From a dataset of Full USPTO retrosynthesis dataset with 1.9M reactions from patents (1976-2016). Predict the reactants needed to synthesize the given product. (1) Given the product [CH3:9][C:8]1[CH:7]=[C:6]([CH3:10])[NH:5][C:4](=[O:11])[C:3]=1[CH2:2][NH:1][C:24]([C:14]1[CH:15]=[N:16][N:17]([C:18]2[CH:23]=[CH:22][CH:21]=[CH:20][CH:19]=2)[C:13]=1[CH3:12])=[O:25], predict the reactants needed to synthesize it. The reactants are: [NH2:1][CH2:2][C:3]1[C:4](=[O:11])[NH:5][C:6]([CH3:10])=[CH:7][C:8]=1[CH3:9].[CH3:12][C:13]1[N:17]([C:18]2[CH:23]=[CH:22][CH:21]=[CH:20][CH:19]=2)[N:16]=[CH:15][C:14]=1[C:24](O)=[O:25].C(N(CC)CC)C. (2) Given the product [N:1]1([C:10]2[C:11]([CH2:16][NH2:17])=[N:12][CH:13]=[CH:14][CH:15]=2)[C:9]2[C:4](=[CH:5][CH:6]=[CH:7][CH:8]=2)[CH:3]=[CH:2]1, predict the reactants needed to synthesize it. The reactants are: [N:1]1([C:10]2[C:11]([C:16]#[N:17])=[N:12][CH:13]=[CH:14][CH:15]=2)[C:9]2[C:4](=[CH:5][CH:6]=[CH:7][CH:8]=2)[CH:3]=[CH:2]1. (3) Given the product [CH:13]([C:17]1[C:18]([Cl:31])=[N:19][C:20]([N:1]2[CH:5]=[CH:4][CH:3]=[N:2]2)=[N:21][C:22]=1[C:23]([F:26])([F:25])[F:24])([CH2:15][CH3:16])[CH3:14], predict the reactants needed to synthesize it. The reactants are: [NH:1]1[CH:5]=[CH:4][CH:3]=[N:2]1.O1CCCC1.[H-].[Na+].[CH:13]([C:17]1[C:18]([Cl:31])=[N:19][C:20](S(C)(=O)=O)=[N:21][C:22]=1[C:23]([F:26])([F:25])[F:24])([CH2:15][CH3:16])[CH3:14]. (4) Given the product [S:1]1[C:5]2[CH:6]=[CH:7][CH:8]=[CH:9][C:4]=2[N:3]=[C:2]1[NH:10][C:11]([C:13]1[CH:14]=[CH:15][CH:16]=[C:17]2[C:22]=1[CH2:21][N:20]([C:23]1[N:28]=[C:27]([C:29]([O:31][C:32]([CH3:35])([CH3:34])[CH3:33])=[O:30])[C:26]([C:36]3[CH:37]=[N:38][N:39]([CH2:42][C:43]4([O:49][CH2:50][CH:51]=[O:54])[CH2:48][CH2:47][CH2:46][CH2:45][CH2:44]4)[C:40]=3[CH3:41])=[CH:25][CH:24]=1)[CH2:19][CH2:18]2)=[O:12], predict the reactants needed to synthesize it. The reactants are: [S:1]1[C:5]2[CH:6]=[CH:7][CH:8]=[CH:9][C:4]=2[N:3]=[C:2]1[NH:10][C:11]([C:13]1[CH:14]=[CH:15][CH:16]=[C:17]2[C:22]=1[CH2:21][N:20]([C:23]1[N:28]=[C:27]([C:29]([O:31][C:32]([CH3:35])([CH3:34])[CH3:33])=[O:30])[C:26]([C:36]3[CH:37]=[N:38][N:39]([CH2:42][C:43]4([O:49][CH2:50][CH:51]([OH:54])CO)[CH2:48][CH2:47][CH2:46][CH2:45][CH2:44]4)[C:40]=3[CH3:41])=[CH:25][CH:24]=1)[CH2:19][CH2:18]2)=[O:12].I([O-])(=O)(=O)=O.[Na+]. (5) Given the product [NH:28]1[CH2:27][CH2:26][CH:25]([CH2:24][CH2:23][CH2:22][CH2:21][C:18]2[CH:17]=[CH:16][N:15]=[CH:20][CH:19]=2)[CH2:30][CH2:29]1, predict the reactants needed to synthesize it. The reactants are: C(O)(C(F)(F)F)=O.C(OC([N:15]1[CH2:20][CH2:19][CH:18]([CH2:21][CH2:22][CH2:23][CH2:24][C:25]2[CH:30]=[CH:29][N:28]=[CH:27][CH:26]=2)[CH2:17][CH2:16]1)=O)(C)(C)C. (6) Given the product [CH2:20]([P:2]([CH2:15][CH3:16])(=[O:4])[O-:3])[CH3:21].[Al+3:19].[CH2:24]([P:2]([CH2:15][CH3:16])(=[O:4])[O-:3])[CH3:25].[CH2:20]([P:2]([CH2:15][CH3:16])(=[O:4])[O-:3])[CH3:21], predict the reactants needed to synthesize it. The reactants are: O.[PH2:2]([O-:4])=[O:3].[Na+].S(=O)(=O)(O)O.C=C.OO.[C:15]([O-])(=O)[CH3:16].[Al+3:19].[C:20]([O-])(=O)[CH3:21].[C:24]([O-])(=O)[CH3:25]. (7) Given the product [F:3][C:4]1[C:9]2[CH:10]=[CH:11][O:12][C:8]=2[C:7]([NH:13][S:14]([C:17]2([CH2:20][CH2:21][OH:22])[CH2:19][CH2:18]2)(=[O:15])=[O:16])=[C:6]([NH:23][C:24]2[CH:29]=[CH:28][C:27]([I:30])=[CH:26][C:25]=2[F:31])[C:5]=1[F:32], predict the reactants needed to synthesize it. The reactants are: [BH4-].[Na+].[F:3][C:4]1[C:9]2[CH:10]=[CH:11][O:12][C:8]=2[C:7]([NH:13][S:14]([C:17]2([CH2:20][CH:21]=[O:22])[CH2:19][CH2:18]2)(=[O:16])=[O:15])=[C:6]([NH:23][C:24]2[CH:29]=[CH:28][C:27]([I:30])=[CH:26][C:25]=2[F:31])[C:5]=1[F:32].CO.C(OCC)(=O)C. (8) Given the product [CH3:12][S:11][C:8]1[S:9][C:10]2[C:2]([B:13]3[O:17][C:16]([CH3:19])([CH3:18])[C:15]([CH3:21])([CH3:20])[O:14]3)=[CH:3][CH:4]=[CH:5][C:6]=2[N:7]=1, predict the reactants needed to synthesize it. The reactants are: Br[C:2]1[C:10]2[S:9][C:8]([S:11][CH3:12])=[N:7][C:6]=2[CH:5]=[CH:4][CH:3]=1.[B:13]1([B:13]2[O:17][C:16]([CH3:19])([CH3:18])[C:15]([CH3:21])([CH3:20])[O:14]2)[O:17][C:16]([CH3:19])([CH3:18])[C:15]([CH3:21])([CH3:20])[O:14]1.C([O-])(=O)C.[K+].CCOC(C)=O. (9) The reactants are: [CH3:1][O:2][C:3]1[CH:4]=[C:5]([CH:9]([NH:14][CH3:15])[C:10]([O:12]C)=O)[CH:6]=[CH:7][CH:8]=1.[Cl:16][C:17]1[CH:18]=[C:19]([N:24]=[C:25]=[O:26])[CH:20]=[CH:21][C:22]=1[Cl:23]. Given the product [Cl:16][C:17]1[CH:18]=[C:19]([N:24]2[C:10](=[O:12])[CH:9]([C:5]3[CH:6]=[CH:7][CH:8]=[C:3]([O:2][CH3:1])[CH:4]=3)[N:14]([CH3:15])[C:25]2=[O:26])[CH:20]=[CH:21][C:22]=1[Cl:23], predict the reactants needed to synthesize it.